Dataset: Peptide-MHC class I binding affinity with 185,985 pairs from IEDB/IMGT. Task: Regression. Given a peptide amino acid sequence and an MHC pseudo amino acid sequence, predict their binding affinity value. This is MHC class I binding data. The peptide sequence is KTKNFTIDFK. The MHC is HLA-A33:01 with pseudo-sequence HLA-A33:01. The binding affinity (normalized) is 0.